Dataset: Forward reaction prediction with 1.9M reactions from USPTO patents (1976-2016). Task: Predict the product of the given reaction. (1) Given the reactants [CH3:1][C:2]1[CH:11]=[CH:10][C:5]([C:6]([O:8][CH3:9])=[O:7])=[CH:4][C:3]=1[N+:12]([O-:14])=[O:13].C1C(=O)N([Br:22])C(=O)C1, predict the reaction product. The product is: [Br:22][CH2:1][C:2]1[CH:11]=[CH:10][C:5]([C:6]([O:8][CH3:9])=[O:7])=[CH:4][C:3]=1[N+:12]([O-:14])=[O:13]. (2) The product is: [Br:1][C:2]1[CH:3]=[C:4]2[C:9]([C:8]([CH:13]([CH3:15])[CH3:14])=[CH:7][CH2:6][C:5]2([CH3:16])[CH3:17])=[CH:10][CH:11]=1. Given the reactants [Br:1][C:2]1[CH:3]=[C:4]2[C:9](=[CH:10][CH:11]=1)[C:8]([CH:13]([CH3:15])[CH3:14])(O)[CH2:7][CH2:6][C:5]2([CH3:17])[CH3:16].BrC1C=CC(C(OCC)=O)=CC=1, predict the reaction product. (3) Given the reactants C([O:4][C@@H:5]1[C@@H:36]([O:37]C(=O)C)[C@H:35]([O:41]C(=O)C)[C@@H:34]([CH2:45][O:46]C(=O)C)[O:33][CH:6]1[O:7][CH2:8][CH2:9][O:10][C:11]1[C:16]([C:17]#[C:18][C:19]2[CH:24]=[CH:23][N:22]=[CH:21][CH:20]=2)=[CH:15][CH:14]=[CH:13][C:12]=1[C:25]#[C:26][C:27]1[CH:32]=[CH:31][N:30]=[CH:29][CH:28]=1)(=O)C.C[O-].[Na+].C(=O)([O-])O.[Na+], predict the reaction product. The product is: [O:7]([CH2:8][CH2:9][O:10][C:11]1[C:12]([C:25]#[C:26][C:27]2[CH:32]=[CH:31][N:30]=[CH:29][CH:28]=2)=[CH:13][CH:14]=[CH:15][C:16]=1[C:17]#[C:18][C:19]1[CH:24]=[CH:23][N:22]=[CH:21][CH:20]=1)[CH:6]1[O:33][C@H:34]([CH2:45][OH:46])[C@@H:35]([OH:41])[C@H:36]([OH:37])[C@H:5]1[OH:4]. (4) Given the reactants [CH3:1][S:2]([C:5]1[CH:6]=[C:7]2[C:11](=[CH:12][CH:13]=1)[NH:10][CH:9]=[CH:8]2)(=[O:4])=[O:3].[Br:14][C:15]1[CH:16]=[C:17]([C:23]([F:26])([F:25])[F:24])[C:18]([CH2:21]O)=[N:19][CH:20]=1, predict the reaction product. The product is: [Br:14][C:15]1[CH:16]=[C:17]([C:23]([F:26])([F:24])[F:25])[C:18]([CH2:21][N:10]2[C:11]3[C:7](=[CH:6][C:5]([S:2]([CH3:1])(=[O:4])=[O:3])=[CH:13][CH:12]=3)[CH:8]=[CH:9]2)=[N:19][CH:20]=1. (5) Given the reactants [OH:1][C:2]1[C:11]2[C:6](=[CH:7][CH:8]=[CH:9][CH:10]=2)[CH:5]=[CH:4][C:3]=1[C:12]([OH:14])=O.[F:15][C:16]([F:29])([F:28])[C:17]1[CH:18]=[C:19]([CH:21]=[C:22]([C:24]([F:27])([F:26])[F:25])[CH:23]=1)[NH2:20], predict the reaction product. The product is: [F:15][C:16]([F:28])([F:29])[C:17]1[CH:18]=[C:19]([NH:20][C:12]([C:3]2[CH:4]=[CH:5][C:6]3[C:11](=[CH:10][CH:9]=[CH:8][CH:7]=3)[C:2]=2[OH:1])=[O:14])[CH:21]=[C:22]([C:24]([F:25])([F:27])[F:26])[CH:23]=1. (6) Given the reactants Br[C:2]1[N:7]2[CH:8]=[CH:9][N:10]=[C:6]2[C:5]([NH:11][CH:12]2[CH2:17][CH2:16][CH2:15][CH2:14][CH2:13]2)=[N:4][CH:3]=1.CC1(C)C(C)(C)OB([C:26]2[CH:27]=[C:28]3[C:32](=[CH:33][CH:34]=2)[C:31](=[O:35])[NH:30][CH2:29]3)O1.C(=O)([O-])[O-].[Na+].[Na+].O1CCOCC1, predict the reaction product. The product is: [CH:12]1([NH:11][C:5]2[C:6]3[N:7]([CH:8]=[CH:9][N:10]=3)[C:2]([C:26]3[CH:27]=[C:28]4[C:32](=[CH:33][CH:34]=3)[C:31](=[O:35])[NH:30][CH2:29]4)=[CH:3][N:4]=2)[CH2:17][CH2:16][CH2:15][CH2:14][CH2:13]1.